From a dataset of Catalyst prediction with 721,799 reactions and 888 catalyst types from USPTO. Predict which catalyst facilitates the given reaction. (1) Reactant: [O:1]1[CH:5]=[CH:4][CH:3]=[C:2]1/[CH:6]=[CH:7]/[C:8]([O:10][CH2:11][CH3:12])=[O:9]. Product: [O:1]1[CH:5]=[CH:4][CH:3]=[C:2]1[CH2:6][CH2:7][C:8]([O:10][CH2:11][CH3:12])=[O:9]. The catalyst class is: 29. (2) Reactant: [CH3:1][N:2]1[CH2:7][CH2:6][N:5]([CH2:8][C:9]2[CH:14]=[CH:13][C:12]([N+:15]([O-])=O)=[CH:11][CH:10]=2)[CH2:4][CH2:3]1.CO.[H][H]. Product: [CH3:1][N:2]1[CH2:7][CH2:6][N:5]([CH2:8][C:9]2[CH:14]=[CH:13][C:12]([NH2:15])=[CH:11][CH:10]=2)[CH2:4][CH2:3]1. The catalyst class is: 45. (3) Reactant: [CH:1]1([O:6][C:7]([NH:9][C:10]2[CH:11]=[C:12]3[C:16](=[CH:17][CH:18]=2)[N:15]([CH3:19])[CH:14]=[C:13]3[CH2:20][C:21]2[CH:30]=[CH:29][C:24]([C:25]([O:27]C)=[O:26])=[CH:23][C:22]=2[O:31][CH3:32])=[O:8])[CH2:5][CH2:4][CH2:3][CH2:2]1.[OH-].[Na+:34].O1CCOCC1.CO. Product: [CH:1]1([O:6][C:7]([NH:9][C:10]2[CH:11]=[C:12]3[C:16](=[CH:17][CH:18]=2)[N:15]([CH3:19])[CH:14]=[C:13]3[CH2:20][C:21]2[CH:30]=[CH:29][C:24]([C:25]([O-:27])=[O:26])=[CH:23][C:22]=2[O:31][CH3:32])=[O:8])[CH2:2][CH2:3][CH2:4][CH2:5]1.[Na+:34]. The catalyst class is: 6. (4) Reactant: [CH2:1]([NH:3][CH2:4][CH3:5])[CH3:2].[N:6]([C:9]1[CH:10]=[CH:11][C:12]([O:15][C:16](=[O:25])[N:17]([CH3:24])[C:18]2[CH:23]=[CH:22][CH:21]=[CH:20][CH:19]=2)=[N:13][CH:14]=1)=[C:7]=[S:8]. Product: [CH2:1]([N:3]([CH2:4][CH3:5])[C:7](=[S:8])[NH:6][C:9]1[CH:10]=[CH:11][C:12]([O:15][C:16](=[O:25])[N:17]([CH3:24])[C:18]2[CH:23]=[CH:22][CH:21]=[CH:20][CH:19]=2)=[N:13][CH:14]=1)[CH3:2]. The catalyst class is: 4. (5) Reactant: CCN(P1(N(C)CCCN1C)=NC(C)(C)C)CC.[F:19][C:20]1[CH:27]=[C:26]([OH:28])[CH:25]=[C:24]([F:29])[C:21]=1[CH2:22][OH:23].Cl[CH2:31][C:32]1[C:33]([CH3:38])=[N:34][O:35][C:36]=1[CH3:37]. Product: [CH3:38][C:33]1[C:32]([CH2:31][O:28][C:26]2[CH:27]=[C:20]([F:19])[C:21]([CH2:22][OH:23])=[C:24]([F:29])[CH:25]=2)=[C:36]([CH3:37])[O:35][N:34]=1. The catalyst class is: 10. (6) Reactant: [CH3:1][C:2]1[N:3]=[CH:4][N:5]([C:7]2[CH:8]=[C:9]([NH:13][C:14]3[C:23]4[CH2:22][CH2:21][C:20]5[CH:24]=[CH:25][CH:26]=[CH:27][C:19]=5[C:18]=4[N:17]=[CH:16][N:15]=3)[CH:10]=[CH:11][CH:12]=2)[CH:6]=1.[CH3:28][S:29]([OH:32])(=[O:31])=[O:30].C(OC(C)C)(C)C. Product: [CH3:28][S:29]([OH:32])(=[O:31])=[O:30].[CH3:1][C:2]1[N:3]=[CH:4][N:5]([C:7]2[CH:8]=[C:9]([NH:13][C:14]3[C:23]4[CH2:22][CH2:21][C:20]5[CH:24]=[CH:25][CH:26]=[CH:27][C:19]=5[C:18]=4[N:17]=[CH:16][N:15]=3)[CH:10]=[CH:11][CH:12]=2)[CH:6]=1. The catalyst class is: 5. (7) Reactant: [OH:1][C:2]1[CH:11]=[CH:10][C:9]2[C:4](=[CH:5][CH:6]=[CH:7][CH:8]=2)[C:3]=1C=O.[F:14][C:15]([F:24])([F:23])/[CH:16]=[CH:17]/[C:18]([O:20][CH2:21][CH3:22])=[O:19].[C:25]([O-])([O-])=O.[K+].[K+]. Product: [F:14][C:15]([F:23])([F:24])[C:16]1[CH2:25][O:1][C:2]2[CH:11]=[CH:10][C:9]3[C:4](=[CH:5][CH:6]=[CH:7][CH:8]=3)[C:3]=2[C:17]=1[C:18]([O:20][CH2:21][CH3:22])=[O:19]. The catalyst class is: 35.